This data is from Catalyst prediction with 721,799 reactions and 888 catalyst types from USPTO. The task is: Predict which catalyst facilitates the given reaction. Reactant: B(Br)(Br)Br.[Br:5][C:6]1[CH:7]=[CH:8][C:9]([Cl:14])=[C:10]([O:12]C)[CH:11]=1. Product: [Br:5][C:6]1[CH:7]=[CH:8][C:9]([Cl:14])=[C:10]([OH:12])[CH:11]=1. The catalyst class is: 2.